From a dataset of Full USPTO retrosynthesis dataset with 1.9M reactions from patents (1976-2016). Predict the reactants needed to synthesize the given product. Given the product [CH3:19][C:15]1[CH:16]=[CH:17][CH:18]=[C:13]([CH3:12])[C:14]=1[C:20]1[CH:29]=[C:28]([O:30][CH3:31])[C:27]2[CH2:26][N:25]([C:33]3[CH:38]=[C:37]([CH:39]([CH3:40])[CH3:41])[CH:36]=[CH:35][C:34]=3[CH3:42])[CH2:24][CH2:23][C:22]=2[N:21]=1, predict the reactants needed to synthesize it. The reactants are: [H-].[Al+3].[Li+].[H-].[H-].[H-].C1COCC1.[CH3:12][C:13]1[CH:18]=[CH:17][CH:16]=[C:15]([CH3:19])[C:14]=1[C:20]1[CH:29]=[C:28]([O:30][CH3:31])[C:27]2[C:26](=O)[N:25]([C:33]3[CH:38]=[C:37]([CH:39]([CH3:41])[CH3:40])[CH:36]=[CH:35][C:34]=3[CH3:42])[CH2:24][CH2:23][C:22]=2[N:21]=1.